This data is from Reaction yield outcomes from USPTO patents with 853,638 reactions. The task is: Predict the reaction yield, written as a fraction of the theoretical maximum amount of product (1.0 means a 100% yield; for example, 0.34 means a 34% yield). (1) The reactants are [C:1]1([C:7]2[NH:8][C:9]3[C:15]([NH2:16])=[CH:14][CH:13]=[CH:12][C:10]=3[N:11]=2)[CH:6]=[CH:5][CH:4]=[CH:3][CH:2]=1.C(O)(=O)C.[C:21]1(=O)[CH2:25][CH2:24][CH2:23][CH2:22]1.C(O[BH-](OC(=O)C)OC(=O)C)(=O)C.[Na+]. The catalyst is ClC(Cl)C.O. The yield is 0.490. The product is [CH:21]1([NH:16][C:15]2[C:9]3[NH:8][C:7]([C:1]4[CH:2]=[CH:3][CH:4]=[CH:5][CH:6]=4)=[N:11][C:10]=3[CH:12]=[CH:13][CH:14]=2)[CH2:25][CH2:24][CH2:23][CH2:22]1. (2) The reactants are C([O:3][C:4]([C:6]12[CH2:13][C:10]([NH:14][C:15]([C:17]3[CH:22]=[N:21][CH:20]=[C:19]([CH3:23])[N:18]=3)=[O:16])([CH2:11][CH2:12]1)[CH2:9][CH2:8][CH2:7]2)=[O:5])C.O1CCCC1.O.[OH-].[Li+].O. No catalyst specified. The product is [CH3:23][C:19]1[N:18]=[C:17]([C:15]([NH:14][C:10]23[CH2:13][C:6]([C:4]([OH:5])=[O:3])([CH2:12][CH2:11]2)[CH2:7][CH2:8][CH2:9]3)=[O:16])[CH:22]=[N:21][CH:20]=1. The yield is 0.620. (3) The reactants are [OH:1][C@@H:2]1[CH2:10][C:9]2[C:4](=[CH:5][CH:6]=[CH:7][CH:8]=2)[C@@H:3]1[NH:11][C:12]([C:14]1[CH:19]=[CH:18][CH:17]=[C:16]([C:20]2[C:28]3[C:23](=[CH:24][CH:25]=[C:26]([C:29]4[N:33]=[CH:32][N:31](C(C5C=CC=CC=5)(C5C=CC=CC=5)C5C=CC=CC=5)[N:30]=4)[CH:27]=3)[N:22](C3CCCCO3)[N:21]=2)[CH:15]=1)=[O:13].Cl.C(=O)(O)[O-].[Na+]. The catalyst is O1CCOCC1. The product is [NH:30]1[C:29]([C:26]2[CH:27]=[C:28]3[C:23](=[CH:24][CH:25]=2)[NH:22][N:21]=[C:20]3[C:16]2[CH:15]=[C:14]([C:12]([NH:11][C@H:3]3[C:4]4[C:9](=[CH:8][CH:7]=[CH:6][CH:5]=4)[CH2:10][C@H:2]3[OH:1])=[O:13])[CH:19]=[CH:18][CH:17]=2)=[N:33][CH:32]=[N:31]1. The yield is 0.120. (4) The reactants are Cl[C:2]1[C:3]([CH:8]2[CH2:11][N:10]([C:12]3[CH:21]=[CH:20][C:19]4[C:14](=[CH:15][CH:16]=[CH:17][CH:18]=4)[N:13]=3)[CH2:9]2)=[N:4][CH:5]=[CH:6][N:7]=1.[F:22][C:23]1[CH:24]=[C:25](B(O)O)[CH:26]=[CH:27][C:28]=1[C:29](=[O:32])[NH:30][CH3:31].P([O-])([O-])([O-])=O.[K+].[K+].[K+].O. The catalyst is CC(P(C(C)(C)C)C1C=CC(N(C)C)=CC=1)(C)C.CC(P(C(C)(C)C)C1C=CC(N(C)C)=CC=1)(C)C.Cl[Pd]Cl.O1CCOCC1. The product is [F:22][C:23]1[CH:24]=[C:25]([C:2]2[C:3]([CH:8]3[CH2:11][N:10]([C:12]4[CH:21]=[CH:20][C:19]5[C:14](=[CH:15][CH:16]=[CH:17][CH:18]=5)[N:13]=4)[CH2:9]3)=[N:4][CH:5]=[CH:6][N:7]=2)[CH:26]=[CH:27][C:28]=1[C:29]([NH:30][CH3:31])=[O:32]. The yield is 0.730. (5) The reactants are C1C=C[NH+]=CC=1.[O-][Cr](Cl)(=O)=O.[OH:12][CH2:13][C:14]1[CH:15]=[C:16]([C:20]2[NH:24][C:23](=[O:25])[O:22][N:21]=2)[CH:17]=[CH:18][CH:19]=1.ClCCl. The catalyst is O1CCCC1. The product is [O:25]=[C:23]1[O:22][N:21]=[C:20]([C:16]2[CH:15]=[C:14]([CH:19]=[CH:18][CH:17]=2)[CH:13]=[O:12])[NH:24]1. The yield is 0.720. (6) The reactants are [CH:1]1([C:6]2[CH:7]=[C:8]([CH2:17][CH2:18][C:19]([O:21][CH2:22][CH3:23])=[O:20])[CH:9]=[CH:10][C:11]=2[O:12][C:13]([O:15][CH3:16])=[O:14])[CH2:5][CH2:4][CH2:3][CH2:2]1.[N+:24]([O-])([O-:26])=[O:25].[K+]. The catalyst is OS(O)(=O)=O. The product is [CH:1]1([C:6]2[C:11]([O:12][C:13]([O:15][CH3:16])=[O:14])=[CH:10][C:9]([N+:24]([O-:26])=[O:25])=[C:8]([CH2:17][CH2:18][C:19]([O:21][CH2:22][CH3:23])=[O:20])[CH:7]=2)[CH2:2][CH2:3][CH2:4][CH2:5]1. The yield is 0.760.